Dataset: Reaction yield outcomes from USPTO patents with 853,638 reactions. Task: Predict the reaction yield, written as a fraction of the theoretical maximum amount of product (1.0 means a 100% yield; for example, 0.34 means a 34% yield). (1) The reactants are [Cl:1][C:2]1[NH:7][C:6](=[O:8])[C:5]([Cl:9])=[C:4]([Cl:10])[N:3]=1.[H-].[Na+].[CH3:13][O:14][C:15](=[O:18])[CH2:16]Br. The catalyst is CN(C=O)C.O. The product is [CH3:13][O:14][C:15](=[O:18])[CH2:16][N:7]1[C:6](=[O:8])[C:5]([Cl:9])=[C:4]([Cl:10])[N:3]=[C:2]1[Cl:1]. The yield is 0.220. (2) The reactants are [C:1]([C:4]1[CH:9]=[CH:8][C:7]([S:10]([NH2:13])(=[O:12])=[O:11])=[CH:6][CH:5]=1)(=[O:3])[CH3:2].[C:14]([O:18][C:19]([N:21]1[C:29]2[C:24](=[CH:25][CH:26]=[CH:27][CH:28]=2)[CH:23]=[C:22]1[C:30]1[CH:35]=[C:34]([CH:36]=O)[C:33]([O:38][CH3:39])=[CH:32][C:31]=1[O:40][CH3:41])=[O:20])([CH3:17])([CH3:16])[CH3:15]. No catalyst specified. The product is [C:14]([O:18][C:19]([N:21]1[C:29]2[C:24](=[CH:25][CH:26]=[CH:27][CH:28]=2)[CH:23]=[C:22]1[C:30]1[CH:35]=[C:34](/[CH:36]=[CH:2]/[C:1](=[O:3])[C:4]2[CH:5]=[CH:6][C:7]([S:10]([NH2:13])(=[O:11])=[O:12])=[CH:8][CH:9]=2)[C:33]([O:38][CH3:39])=[CH:32][C:31]=1[O:40][CH3:41])=[O:20])([CH3:17])([CH3:16])[CH3:15]. The yield is 0.400. (3) The reactants are B1(C)OC(C2C=CC=CC=2)(C2C=CC=CC=2)[C@H]2N1CCC2.[Cl:22][CH2:23][CH2:24][C:25]([C:27]1[S:28][CH:29]=[CH:30][CH:31]=1)=[O:26]. The catalyst is C1COCC1. The product is [Cl:22][CH2:23][CH2:24][C@H:25]([C:27]1[S:28][CH:29]=[CH:30][CH:31]=1)[OH:26]. The yield is 0.840.